Dataset: Forward reaction prediction with 1.9M reactions from USPTO patents (1976-2016). Task: Predict the product of the given reaction. (1) The product is: [CH2:1]([O:8][C:9]1[CH:18]=[C:17]2[C:12]([C:13]([NH:22][C:23]3[CH:24]=[CH:25][C:26]([NH:29][C:30](=[O:38])[C:31]4[CH:36]=[CH:35][CH:34]=[C:33]([Cl:37])[CH:32]=4)=[N:27][CH:28]=3)=[N:14][CH:15]=[N:16]2)=[CH:11][C:10]=1[O:20][CH3:21])[C:2]1[CH:7]=[CH:6][CH:5]=[CH:4][CH:3]=1. Given the reactants [CH2:1]([O:8][C:9]1[CH:18]=[C:17]2[C:12]([C:13](Cl)=[N:14][CH:15]=[N:16]2)=[CH:11][C:10]=1[O:20][CH3:21])[C:2]1[CH:7]=[CH:6][CH:5]=[CH:4][CH:3]=1.[NH2:22][C:23]1[CH:24]=[CH:25][C:26]([NH:29][C:30](=[O:38])[C:31]2[CH:36]=[CH:35][CH:34]=[C:33]([Cl:37])[CH:32]=2)=[N:27][CH:28]=1, predict the reaction product. (2) Given the reactants [Cl:1][C:2]1[CH:3]=[N:4][CH:5]=[C:6]([Cl:20])[C:7]=1[S:8][C:9]1[S:13][C:12]([C:14]([OH:16])=O)=[CH:11][C:10]=1[N+:17]([O-:19])=[O:18].[CH3:21][S:22]([C:25]1[CH:26]=[C:27]([CH2:31][NH2:32])[CH:28]=[CH:29][CH:30]=1)(=[O:24])=[O:23], predict the reaction product. The product is: [Cl:20][C:6]1[CH:5]=[N:4][CH:3]=[C:2]([Cl:1])[C:7]=1[S:8][C:9]1[S:13][C:12]([C:14]([NH:32][CH2:31][C:27]2[CH:28]=[CH:29][CH:30]=[C:25]([S:22]([CH3:21])(=[O:24])=[O:23])[CH:26]=2)=[O:16])=[CH:11][C:10]=1[N+:17]([O-:19])=[O:18]. (3) Given the reactants O[CH2:2][C:3]1[C:8]([CH3:9])=[CH:7][CH:6]=[C:5]([CH3:10])[C:4]=1[N:11]1[C:15](=[O:16])[N:14]([CH3:17])[N:13]=[N:12]1.P(Br)(Br)[Br:19], predict the reaction product. The product is: [Br:19][CH2:2][C:3]1[C:8]([CH3:9])=[CH:7][CH:6]=[C:5]([CH3:10])[C:4]=1[N:11]1[C:15](=[O:16])[N:14]([CH3:17])[N:13]=[N:12]1. (4) Given the reactants [NH2:1][C:2]1[N:7]=[C:6]([S:8][CH2:9][C:10]2[CH:15]=[CH:14][CH:13]=[C:12]([F:16])[C:11]=2[F:17])[N:5]=[C:4]([NH:18][C@H:19]([CH3:22])[CH2:20][OH:21])[CH:3]=1.[N:23]([O-])=[O:24].[Na+], predict the reaction product. The product is: [NH2:1][C:2]1[N:7]=[C:6]([S:8][CH2:9][C:10]2[CH:15]=[CH:14][CH:13]=[C:12]([F:16])[C:11]=2[F:17])[N:5]=[C:4]([NH:18][C@H:19]([CH3:22])[CH2:20][OH:21])[C:3]=1[N:23]=[O:24]. (5) Given the reactants [CH3:1][O:2][C:3](=[O:37])[CH:4]([C:9]1[CH:10]=[C:11]([C:23]2[CH:28]=[C:27]([C:29]([F:32])([F:31])[F:30])[CH:26]=[C:25]([C:33]([F:36])([F:35])[F:34])[CH:24]=2)[CH:12]=[C:13](OS(C(F)(F)F)(=O)=O)[CH:14]=1)[CH2:5][CH:6]([CH3:8])[CH3:7].[F:38][C:39]1[CH:40]=[C:41](B(O)O)[CH:42]=[CH:43][C:44]=1[O:45][C:46]([F:49])([F:48])[F:47], predict the reaction product. The product is: [CH3:1][O:2][C:3](=[O:37])[CH:4]([C:9]1[CH:10]=[C:11]([C:23]2[CH:28]=[C:27]([C:29]([F:31])([F:30])[F:32])[CH:26]=[C:25]([C:33]([F:34])([F:35])[F:36])[CH:24]=2)[CH:12]=[C:13]([C:41]2[CH:42]=[CH:43][C:44]([O:45][C:46]([F:49])([F:48])[F:47])=[C:39]([F:38])[CH:40]=2)[CH:14]=1)[CH2:5][CH:6]([CH3:8])[CH3:7].